From a dataset of Catalyst prediction with 721,799 reactions and 888 catalyst types from USPTO. Predict which catalyst facilitates the given reaction. Product: [F:14][C:3]1[CH:4]=[N:5][C:6]2[C:11]([C:2]=1[N:23]1[CH2:22][CH2:21][C:19]3([CH2:18][C@H:17]([NH:26][C:27](=[O:33])[O:28][C:29]([CH3:32])([CH3:30])[CH3:31])[C@H:16]([OH:15])[CH2:20]3)[CH2:25][CH2:24]1)=[N:10][C:9]([O:12][CH3:13])=[CH:8][CH:7]=2. Reactant: Br[C:2]1[C:3]([F:14])=[CH:4][N:5]=[C:6]2[C:11]=1[N:10]=[C:9]([O:12][CH3:13])[CH:8]=[CH:7]2.[OH:15][CH:16]1[CH2:20][C:19]2([CH2:25][CH2:24][NH:23][CH2:22][CH2:21]2)[CH2:18][CH:17]1[NH:26][C:27](=[O:33])[O:28][C:29]([CH3:32])([CH3:31])[CH3:30].C1C=CC(P(C2C=CC3C(=CC=CC=3)C=2C2C3C(=CC=CC=3)C=CC=2P(C2C=CC=CC=2)C2C=CC=CC=2)C2C=CC=CC=2)=CC=1.C([O-])([O-])=O.[Cs+].[Cs+]. The catalyst class is: 62.